Dataset: Full USPTO retrosynthesis dataset with 1.9M reactions from patents (1976-2016). Task: Predict the reactants needed to synthesize the given product. (1) Given the product [Br:1][C:2]1[CH:7]=[CH:6][C:5]([C:14]#[C:13][Si:10]([CH3:12])([CH3:11])[CH3:9])=[CH:4][CH:3]=1, predict the reactants needed to synthesize it. The reactants are: [Br:1][C:2]1[CH:7]=[CH:6][C:5](I)=[CH:4][CH:3]=1.[CH3:9][Si:10]([C:13]#[CH:14])([CH3:12])[CH3:11].C1C=CC=CC=1.C(N(CC)CC)C. (2) Given the product [C:39]([CH2:38][O:1][C:2]1[C:3]([C:29]2[CH:34]=[CH:33][C:32]([O:35][CH3:36])=[CH:31][CH:30]=2)=[C:4]2[C:9](=[CH:10][CH:11]=1)[CH:8]=[C:7]([CH2:12][NH:13][C:14]([C:16]1[C:20]3[CH:21]=[CH:22][CH:23]=[CH:24][C:19]=3[O:18][C:17]=1[CH2:25][CH2:26][CH2:27][CH3:28])=[O:15])[CH:6]=[CH:5]2)#[N:40], predict the reactants needed to synthesize it. The reactants are: [OH:1][C:2]1[C:3]([C:29]2[CH:34]=[CH:33][C:32]([O:35][CH3:36])=[CH:31][CH:30]=2)=[C:4]2[C:9](=[CH:10][CH:11]=1)[CH:8]=[C:7]([CH2:12][NH:13][C:14]([C:16]1[C:20]3[CH:21]=[CH:22][CH:23]=[CH:24][C:19]=3[O:18][C:17]=1[CH2:25][CH2:26][CH2:27][CH3:28])=[O:15])[CH:6]=[CH:5]2.Br[CH2:38][C:39]#[N:40].C(=O)([O-])[O-].[K+].[K+]. (3) The reactants are: [Cl:1][CH2:2][C@H:3]1[C:11]2[C:6](=[CH:7][C:8]([OH:16])=[C:9]3[S:14][CH:13]=[C:12]([CH3:15])[C:10]3=2)[N:5]([C:17]([O:19][C:20]([CH3:23])([CH3:22])[CH3:21])=[O:18])[CH2:4]1.C(Cl)(Cl)(Cl)Cl.CCN(C(C)C)C(C)C.[CH2:38]([O:45][P:46]([O-:55])[O:47][CH2:48][C:49]1[CH:54]=[CH:53][CH:52]=[CH:51][CH:50]=1)[C:39]1[CH:44]=[CH:43][CH:42]=[CH:41][CH:40]=1. Given the product [CH2:38]([O:45][P:46]([O:16][C:8]1[CH:7]=[C:6]2[C:11]([C@H:3]([CH2:2][Cl:1])[CH2:4][N:5]2[C:17]([O:19][C:20]([CH3:23])([CH3:22])[CH3:21])=[O:18])=[C:10]2[C:12]([CH3:15])=[CH:13][S:14][C:9]=12)([O:47][CH2:48][C:49]1[CH:54]=[CH:53][CH:52]=[CH:51][CH:50]=1)=[O:55])[C:39]1[CH:40]=[CH:41][CH:42]=[CH:43][CH:44]=1, predict the reactants needed to synthesize it. (4) Given the product [CH3:1][O:2][C:3]1[CH:4]=[C:5]([CH:21]=[CH:22][C:23]=1[O:24][CH3:25])[CH2:6][CH:7]1[C:16]2[C:11](=[CH:12][C:13]([O:19][CH3:20])=[C:14]([O:17][CH3:18])[CH:15]=2)[CH2:10][CH2:9][N:8]1[CH2:27][C:28]([NH:36][CH2:35][C:34]1[CH:37]=[CH:38][C:39]([O:41][CH3:42])=[CH:40][C:33]=1[O:32][CH3:31])=[O:29], predict the reactants needed to synthesize it. The reactants are: [CH3:1][O:2][C:3]1[CH:4]=[C:5]([CH:21]=[CH:22][C:23]=1[O:24][CH3:25])[CH2:6][CH:7]1[C:16]2[C:11](=[CH:12][C:13]([O:19][CH3:20])=[C:14]([O:17][CH3:18])[CH:15]=2)[CH2:10][CH2:9][NH:8]1.Br[CH2:27][C:28](Br)=[O:29].[CH3:31][O:32][C:33]1[CH:40]=[C:39]([O:41][CH3:42])[CH:38]=[CH:37][C:34]=1[CH2:35][NH2:36]. (5) Given the product [CH3:1][O:2][C:3]1[CH:4]=[C:5]([NH:15][C:16]2[N:21]=[C:20]([C:22]([OH:24])([CH3:32])[CH3:23])[CH:19]=[C:18]([CH2:25][O:26][CH2:27][C:28]([F:29])([F:30])[F:31])[N:17]=2)[CH:6]=[CH:7][C:8]=1[C:9]1[O:13][C:12]([CH3:14])=[N:11][CH:10]=1, predict the reactants needed to synthesize it. The reactants are: [CH3:1][O:2][C:3]1[CH:4]=[C:5]([NH:15][C:16]2[N:21]=[C:20]([C:22](=[O:24])[CH3:23])[CH:19]=[C:18]([CH2:25][O:26][CH2:27][C:28]([F:31])([F:30])[F:29])[N:17]=2)[CH:6]=[CH:7][C:8]=1[C:9]1[O:13][C:12]([CH3:14])=[N:11][CH:10]=1.[CH3:32][Mg]Br.[Cl-].[NH4+]. (6) Given the product [CH3:1][O:2][C:3]1[CH:4]=[C:5]([N:9]([C:16]2[CH:21]=[CH:20][CH:19]=[CH:18][CH:17]=2)[CH2:10][CH2:11][NH:12][C:13](=[O:15])[CH2:14][CH2:22][CH3:23])[CH:6]=[CH:7][CH:8]=1, predict the reactants needed to synthesize it. The reactants are: [CH3:1][O:2][C:3]1[CH:4]=[C:5]([N:9]([C:16]2[CH:21]=[CH:20][CH:19]=[CH:18][CH:17]=2)[CH2:10][CH2:11][NH:12][C:13](=[O:15])[CH3:14])[CH:6]=[CH:7][CH:8]=1.[C:22](OC(=O)CCC)(=O)[CH2:23]CC. (7) The reactants are: [NH2:1][C:2]1[C:7]2=[C:8]([C:24]3[CH:29]=[CH:28][C:27]([NH:30][C:31]([NH:33][C:34]4[CH:39]=[C:38]([C:40]([F:43])([F:42])[F:41])[CH:37]=[CH:36][N:35]=4)=[O:32])=[C:26]([F:44])[CH:25]=3)[CH:9]=[C:10]([CH:11]3[CH2:16][CH2:15][N:14](C(OC(C)(C)C)=O)[CH2:13][CH2:12]3)[N:6]2[N:5]=[CH:4][N:3]=1.C(O)(C(F)(F)F)=O.C(OCC)(=O)C. Given the product [NH2:1][C:2]1[C:7]2=[C:8]([C:24]3[CH:29]=[CH:28][C:27]([NH:30][C:31]([NH:33][C:34]4[CH:39]=[C:38]([C:40]([F:42])([F:43])[F:41])[CH:37]=[CH:36][N:35]=4)=[O:32])=[C:26]([F:44])[CH:25]=3)[CH:9]=[C:10]([CH:11]3[CH2:16][CH2:15][NH:14][CH2:13][CH2:12]3)[N:6]2[N:5]=[CH:4][N:3]=1, predict the reactants needed to synthesize it.